This data is from Catalyst prediction with 721,799 reactions and 888 catalyst types from USPTO. The task is: Predict which catalyst facilitates the given reaction. (1) Reactant: [Br-].[CH2:2]([O:5][C:6](=[O:44])[CH2:7][CH2:8][CH2:9][N+:10]1[C:18]2[C:13](=[CH:14][CH:15]=[CH:16][CH:17]=2)[C:12]([CH3:20])([CH3:19])[C:11]=1/[CH:21]=[CH:22]/[CH:23]=[C:24]1/[N:25]([CH2:35][CH2:36][CH2:37][C:38]([O:40][CH2:41][CH:42]=[CH2:43])=[O:39])[C:26]2[C:31]([C:32]/1([CH3:34])[CH3:33])=[CH:30][CH:29]=[CH:28][CH:27]=2)[CH:3]=[CH2:4].[BH4-].[Na+]. Product: [CH2:41]([O:40][C:38](=[O:39])[CH2:37][CH2:36][CH2:35][N:25]1[C:26]2[C:31](=[CH:30][CH:29]=[CH:28][CH:27]=2)[C:32]([CH3:33])([CH3:34])[CH:24]1/[CH:23]=[CH:22]/[CH:21]=[C:11]1/[N:10]([CH2:9][CH2:8][CH2:7][C:6]([O:5][CH2:2][CH:3]=[CH2:4])=[O:44])[C:18]2[C:13]([C:12]/1([CH3:19])[CH3:20])=[CH:14][CH:15]=[CH:16][CH:17]=2)[CH:42]=[CH2:43]. The catalyst class is: 254. (2) Reactant: [NH2:1][C:2]1[CH:7]=[CH:6][C:5]([CH2:8][C:9]([O:11][C:12]([CH3:15])([CH3:14])[CH3:13])=[O:10])=[CH:4][C:3]=1[O:16][CH3:17].[I:18][C:19]1[CH:24]=[CH:23][CH:22]=[CH:21][C:20]=1[N:25]=[C:26]=[O:27].CCN(CC)CC.Cl. Product: [I:18][C:19]1[CH:24]=[CH:23][CH:22]=[CH:21][C:20]=1[NH:25][C:26](=[O:27])[NH:1][C:2]1[CH:7]=[CH:6][C:5]([CH2:8][C:9]([O:11][C:12]([CH3:14])([CH3:13])[CH3:15])=[O:10])=[CH:4][C:3]=1[O:16][CH3:17]. The catalyst class is: 1. (3) Reactant: [F:1][C:2]1[CH:3]=[C:4]([CH2:9][C:10]#[N:11])[CH:5]=[CH:6][C:7]=1[F:8].[H-].[Na+].Br[CH2:15][CH2:16][CH2:17][CH2:18][CH2:19]Br. Product: [F:1][C:2]1[CH:3]=[C:4]([C:9]2([C:10]#[N:11])[CH2:19][CH2:18][CH2:17][CH2:16][CH2:15]2)[CH:5]=[CH:6][C:7]=1[F:8]. The catalyst class is: 3. (4) Reactant: [CH3:1][N:2]1[CH:6]=[C:5]([CH:7]=O)[CH:4]=[N:3]1.[C:9](Br)(Br)([Br:11])[Br:10].C1C=CC(P(C2C=CC=CC=2)C2C=CC=CC=2)=CC=1. Product: [Br:10][C:9]([Br:11])=[CH:7][C:5]1[CH:4]=[N:3][N:2]([CH3:1])[CH:6]=1. The catalyst class is: 2.